Dataset: Catalyst prediction with 721,799 reactions and 888 catalyst types from USPTO. Task: Predict which catalyst facilitates the given reaction. (1) Reactant: [NH2:1][C:2]1[C:10]([O:11][C:12]2[CH:17]=[CH:16][C:15]([CH2:18][C:19]([O:21][CH3:22])=[O:20])=[CH:14][C:13]=2[O:23][CH3:24])=[CH:9][CH:8]=[C:7]2[C:3]=1[CH:4]=[C:5]([CH3:25])[NH:6]2.[Cl:26][C:27]1[CH:32]=[C:31]([Cl:33])[CH:30]=[CH:29][C:28]=1[S:34](Cl)(=[O:36])=[O:35]. The catalyst class is: 17. Product: [Cl:26][C:27]1[CH:32]=[C:31]([Cl:33])[CH:30]=[CH:29][C:28]=1[S:34]([NH:1][C:2]1[C:10]([O:11][C:12]2[CH:17]=[CH:16][C:15]([CH2:18][C:19]([O:21][CH3:22])=[O:20])=[CH:14][C:13]=2[O:23][CH3:24])=[CH:9][CH:8]=[C:7]2[C:3]=1[CH:4]=[C:5]([CH3:25])[NH:6]2)(=[O:36])=[O:35]. (2) Reactant: [F:1][C:2]1[CH:7]=[CH:6][C:5]([N:8]2[C:16]3[C:11](=[CH:12][C:13]([CH2:17][OH:18])=[CH:14][CH:15]=3)[CH:10]=[N:9]2)=[CH:4][CH:3]=1.CC(OI1(OC(C)=O)(OC(C)=O)OC(=O)C2C=CC=CC1=2)=O. Product: [F:1][C:2]1[CH:3]=[CH:4][C:5]([N:8]2[C:16]3[C:11](=[CH:12][C:13]([CH:17]=[O:18])=[CH:14][CH:15]=3)[CH:10]=[N:9]2)=[CH:6][CH:7]=1. The catalyst class is: 2.